This data is from Reaction yield outcomes from USPTO patents with 853,638 reactions. The task is: Predict the reaction yield, written as a fraction of the theoretical maximum amount of product (1.0 means a 100% yield; for example, 0.34 means a 34% yield). (1) The reactants are [NH2:1][CH:2]([C:4]1[N:9]([C:10]2[CH:15]=[CH:14][CH:13]=[CH:12][CH:11]=2)[C:8](=[O:16])[N:7]2[CH:17]=[CH:18][CH:19]=[C:6]2[CH:5]=1)[CH3:3].Cl[C:21]1[N:29]=[CH:28][N:27]=[C:26]2[C:22]=1[N:23]=[CH:24][NH:25]2.CCN(C(C)C)C(C)C. The catalyst is CCCCO. The product is [N:29]1[C:21]([NH:1][CH:2]([C:4]2[N:9]([C:10]3[CH:15]=[CH:14][CH:13]=[CH:12][CH:11]=3)[C:8](=[O:16])[N:7]3[CH:17]=[CH:18][CH:19]=[C:6]3[CH:5]=2)[CH3:3])=[C:22]2[C:26]([NH:25][CH:24]=[N:23]2)=[N:27][CH:28]=1. The yield is 0.170. (2) The reactants are [C:1]([C:3]1[CH:8]=[CH:7][CH:6]=[CH:5][C:4]=1[C:9]1[CH:14]=[CH:13][C:12]([CH2:15][CH:16]([C:22](=O)[CH2:23][CH2:24][CH3:25])[C:17](OCC)=[O:18])=[CH:11][CH:10]=1)#[N:2].[CH3:27][C:28]1[CH:29]=[N:30][NH:31][C:32]=1[NH:33][CH:34]1[CH2:39][CH2:38][O:37][CH2:36][CH2:35]1.N12CCCN=C1CCCCC2.C(N(CC)C1C=CC=CC=1)C. The catalyst is C(OCC)(=O)C. The product is [CH3:27][C:28]1[CH:29]=[N:30][N:31]2[C:22]([CH2:23][CH2:24][CH3:25])=[C:16]([CH2:15][C:12]3[CH:13]=[CH:14][C:9]([C:4]4[C:3]([C:1]#[N:2])=[CH:8][CH:7]=[CH:6][CH:5]=4)=[CH:10][CH:11]=3)[C:17](=[O:18])[N:33]([CH:34]3[CH2:39][CH2:38][O:37][CH2:36][CH2:35]3)[C:32]=12. The yield is 0.610.